Dataset: Catalyst prediction with 721,799 reactions and 888 catalyst types from USPTO. Task: Predict which catalyst facilitates the given reaction. (1) Product: [NH2:23][CH2:22][C@@H:18]1[C@H:19]([OH:21])[CH2:20][N:16]([CH2:15][CH:14]2[N:9]3[C:10]4[C:11](=[C:2]([F:1])[CH:3]=[N:4][C:5]=4[CH:6]=[CH:7][C:8]3=[O:34])[CH2:12][CH2:13]2)[CH2:17]1. Reactant: [F:1][C:2]1[CH:3]=[N:4][C:5]2[CH:6]=[CH:7][C:8](=[O:34])[N:9]3[CH:14]([CH2:15][N:16]4[CH2:20][C@@H:19]([OH:21])[C@@H:18]([CH2:22][NH:23]C(=O)OCC5C=CC=CC=5)[CH2:17]4)[CH2:13][CH2:12][C:11]=1[C:10]=23. The catalyst class is: 29. (2) Reactant: [O:1]1[CH2:6][CH2:5][N:4]([C:7]2[CH:12]=[CH:11][C:10]([C:13](=O)[CH2:14][C:15]3[CH:20]=[CH:19][CH:18]=[CH:17][CH:16]=3)=[CH:9][CH:8]=2)[CH2:3][CH2:2]1.[CH2:22]([O:24][C:25]1[CH:26]=[C:27]([CH:30]=[C:31]([N+:34]([O-:36])=[O:35])[C:32]=1[OH:33])[CH:28]=O)[CH3:23].[NH2:37][C:38]([NH2:40])=[O:39].Cl. Product: [CH2:22]([O:24][C:25]1[CH:26]=[C:27]([CH:28]2[C:14]([C:15]3[CH:20]=[CH:19][CH:18]=[CH:17][CH:16]=3)=[C:13]([C:10]3[CH:11]=[CH:12][C:7]([N:4]4[CH2:5][CH2:6][O:1][CH2:2][CH2:3]4)=[CH:8][CH:9]=3)[NH:40][C:38](=[O:39])[NH:37]2)[CH:30]=[C:31]([N+:34]([O-:36])=[O:35])[C:32]=1[OH:33])[CH3:23]. The catalyst class is: 14. (3) Reactant: [C:1]([O:4][C@:5]1([C:25]#[CH:26])[C@:13]2([CH2:14][CH3:15])[C@H:8]([C@@H:9]3[CH2:23][CH2:22][C:21]4[C@H:16]([CH2:17][CH2:18][C:19](=O)[CH:20]=4)[C@H:10]3[CH2:11][CH2:12]2)[CH2:7][CH2:6]1)(=[O:3])[CH3:2].Cl.[NH2:28][OH:29].O. Product: [C:1]([O:4][C@:5]1([C:25]#[CH:26])[C@:13]2([CH2:14][CH3:15])[C@H:8]([C@@H:9]3[CH2:23][CH2:22][C:21]4[C@H:16]([CH2:17][CH2:18][C:19](=[N:28][OH:29])[CH:20]=4)[C@H:10]3[CH2:11][CH2:12]2)[CH2:7][CH2:6]1)(=[O:3])[CH3:2]. The catalyst class is: 17. (4) Reactant: C([O:6][CH2:7][C@H:8]1[O:12][C@@H:11]([N:13]2[CH:21]=[N:20][C:19]3[C:14]2=[N:15][C:16]([NH2:23])=[N:17][C:18]=3[NH2:22])[CH2:10][O:9]1)(=O)C(C)C.CC(O)C. Product: [NH2:23][C:16]1[N:15]=[C:14]2[C:19]([N:20]=[CH:21][N:13]2[C@H:11]2[CH2:10][O:9][C@@H:8]([CH2:7][OH:6])[O:12]2)=[C:18]([NH2:22])[N:17]=1. The catalyst class is: 328. (5) Reactant: [Br:1][C:2]1[CH:7]=[CH:6][C:5]([C:8]([C:10]2[CH:15]=[CH:14][C:13]([O:16]C)=[CH:12][CH:11]=2)=[O:9])=[CH:4][CH:3]=1.[Al+3].[Cl-].[Cl-].[Cl-].N#N.Cl. Product: [Br:1][C:2]1[CH:7]=[CH:6][C:5]([C:8]([C:10]2[CH:15]=[CH:14][C:13]([OH:16])=[CH:12][CH:11]=2)=[O:9])=[CH:4][CH:3]=1. The catalyst class is: 11. (6) The catalyst class is: 3. Product: [Br:1][C:2]1[CH:11]=[C:10]2[C:5]([C:6]([Cl:16])=[CH:7][N:8]=[N:9]2)=[CH:4][C:3]=1[Cl:13]. Reactant: [Br:1][C:2]1[CH:11]=[C:10]2[C:5]([C:6](=O)[CH:7]=[N:8][NH:9]2)=[CH:4][C:3]=1[Cl:13].S(Cl)([Cl:16])=O. (7) Reactant: O[C:2]1[CH:3]=[C:4]([CH:7]=[C:8]([OH:10])[CH:9]=1)[CH:5]=[O:6].[C:11]([O-:14])([O-])=O.[K+].[K+].[CH3:17][C:18]1([CH3:33])[CH:27]([CH3:28])C=CC(CCCC)(S([O-])(=O)=O)[CH2:19]1. Product: [CH3:33][C:18]([CH3:17])([CH3:19])[CH2:27][CH2:28][O:10][C:8]1[CH:7]=[C:4]([CH:3]=[C:2]([O:14][CH2:11][CH2:17][C:18]([CH3:33])([CH3:27])[CH3:19])[CH:9]=1)[CH:5]=[O:6]. The catalyst class is: 3. (8) Reactant: Cl[C:2]1[CH:7]=[C:6]([NH2:8])[N:5]2[N:9]=[C:10]([C:12]3[O:13][CH:14]=[CH:15][CH:16]=3)[N:11]=[C:4]2[N:3]=1.[CH2:17]1[NH:22][CH2:21][CH2:20][N:19]2[CH2:23][C@H:24]([CH2:27][OH:28])[CH2:25][CH2:26][C@@H:18]12.[F-].[Cs+]. Product: [NH2:8][C:6]1[N:5]2[N:9]=[C:10]([C:12]3[O:13][CH:14]=[CH:15][CH:16]=3)[N:11]=[C:4]2[N:3]=[C:2]([N:22]2[CH2:21][CH2:20][N:19]3[CH2:23][CH:24]([CH2:27][OH:28])[CH2:25][CH2:26][CH:18]3[CH2:17]2)[CH:7]=1. The catalyst class is: 16. (9) Reactant: [CH:1]1([O:6][C:7](=[O:47])[C@@H:8]([NH:39]C(OC(C)(C)C)=O)[CH2:9][CH2:10][O:11][C:12]2[CH:21]=[C:20]3[C:15]([C:16]([O:22][C:23]4[CH:28]=[CH:27][C:26]([NH:29][C:30]([C:32]5[S:33][CH:34]=[CH:35][CH:36]=5)=[O:31])=[CH:25][CH:24]=4)=[CH:17][CH:18]=[N:19]3)=[CH:14][C:13]=2[O:37][CH3:38])[CH2:5][CH2:4][CH2:3][CH2:2]1.C(O)(C(F)(F)F)=O. Product: [CH:1]1([O:6][C:7](=[O:47])[C@@H:8]([NH2:39])[CH2:9][CH2:10][O:11][C:12]2[CH:21]=[C:20]3[C:15]([C:16]([O:22][C:23]4[CH:28]=[CH:27][C:26]([NH:29][C:30]([C:32]5[S:33][CH:34]=[CH:35][CH:36]=5)=[O:31])=[CH:25][CH:24]=4)=[CH:17][CH:18]=[N:19]3)=[CH:14][C:13]=2[O:37][CH3:38])[CH2:5][CH2:4][CH2:3][CH2:2]1. The catalyst class is: 2.